The task is: Regression. Given a peptide amino acid sequence and an MHC pseudo amino acid sequence, predict their binding affinity value. This is MHC class I binding data.. This data is from Peptide-MHC class I binding affinity with 185,985 pairs from IEDB/IMGT. (1) The peptide sequence is FPVTPQVPLR. The MHC is HLA-B51:01 with pseudo-sequence HLA-B51:01. The binding affinity (normalized) is 0.181. (2) The peptide sequence is VQTVRTQVY. The MHC is HLA-A69:01 with pseudo-sequence HLA-A69:01. The binding affinity (normalized) is 0.0847. (3) The peptide sequence is LHGWAFTL. The MHC is Mamu-A07 with pseudo-sequence Mamu-A07. The binding affinity (normalized) is 0.680. (4) The peptide sequence is LPVCQSSSM. The MHC is HLA-B35:01 with pseudo-sequence HLA-B35:01. The binding affinity (normalized) is 0.766. (5) The binding affinity (normalized) is 0.0847. The peptide sequence is SSARYDVAL. The MHC is HLA-B57:01 with pseudo-sequence HLA-B57:01. (6) The peptide sequence is KSINKVYGRY. The MHC is HLA-A31:01 with pseudo-sequence HLA-A31:01. The binding affinity (normalized) is 0.615.